Dataset: Catalyst prediction with 721,799 reactions and 888 catalyst types from USPTO. Task: Predict which catalyst facilitates the given reaction. (1) Reactant: N1C=CC=CC=1.[CH:7]1([C:12]2[CH:13]=[C:14]([CH:18]=[C:19]([O:21][CH3:22])[N:20]=2)[C:15]([NH2:17])=O)[CH2:11][CH2:10][CH2:9][CH2:8]1.FC(F)(F)C(OC(=O)C(F)(F)F)=O. Product: [CH:7]1([C:12]2[CH:13]=[C:14]([CH:18]=[C:19]([O:21][CH3:22])[N:20]=2)[C:15]#[N:17])[CH2:8][CH2:9][CH2:10][CH2:11]1. The catalyst class is: 2. (2) Reactant: N#N.[N+:3]([C:6]1[CH:7]=[N:8][N:9]([CH2:11][C:12]2[O:16][N:15]=[C:14]([CH2:17][OH:18])[CH:13]=2)[CH:10]=1)([O-:5])=[O:4].[Cr](Cl)([O-])(=O)=O.[NH+]1C=CC=CC=1. Product: [N+:3]([C:6]1[CH:7]=[N:8][N:9]([CH2:11][C:12]2[O:16][N:15]=[C:14]([CH:17]=[O:18])[CH:13]=2)[CH:10]=1)([O-:5])=[O:4]. The catalyst class is: 2. (3) Reactant: [NH2:1][C:2]1C=[CH:6][N:5]=[CH:4][CH:3]=1.C([N:10](CC)CC)C.[Br:22][CH2:21][C:20](O[C:20](=[O:23])[CH2:21][Br:22])=[O:23]. Product: [Br:22][CH2:21][C:20]([NH:10][C:2]1[CH:3]=[CH:4][N:5]=[CH:6][N:1]=1)=[O:23]. The catalyst class is: 2. (4) Reactant: [OH:1][CH2:2][C:3]1[CH:8]=[CH:7][C:6](B(O)O)=[CH:5][CH:4]=1.[Cl:12][CH:13]([Cl:32])[C:14]([N:16]1[C@H:20]([CH2:21][F:22])[C@@H:19]([C:23]2[CH:28]=[CH:27][C:26](I)=[CH:25][CH:24]=2)[O:18][C:17]1([CH3:31])[CH3:30])=[O:15]. Product: [Cl:12][CH:13]([Cl:32])[C:14]([N:16]1[C@H:20]([CH2:21][F:22])[C@@H:19]([C:23]2[CH:28]=[CH:27][C:26]([C:6]3[CH:7]=[CH:8][C:3]([CH2:2][OH:1])=[CH:4][CH:5]=3)=[CH:25][CH:24]=2)[O:18][C:17]1([CH3:31])[CH3:30])=[O:15]. The catalyst class is: 103. (5) Reactant: CC(C)([O-])C.[K+].[C:7]1([CH:17]=O)[C:16]2[C:11](=[CH:12][CH:13]=[CH:14][CH:15]=2)[CH:10]=[CH:9][CH:8]=1.CCCCCC.[C:25]([O:28][CH2:29][CH3:30])(=[O:27])[CH3:26]. Product: [C:7]1([CH:17]=[CH:26][C:25]([O:28][CH2:29][CH3:30])=[O:27])[C:16]2[C:11](=[CH:12][CH:13]=[CH:14][CH:15]=2)[CH:10]=[CH:9][CH:8]=1. The catalyst class is: 7. (6) Reactant: [F:1][C:2]([F:7])([F:6])[C:3]([OH:5])=[O:4].[Cl:8][C:9]1[CH:35]=[CH:34][C:12]([C:13]([N:15]2[CH2:21][C:20]3[CH:22]=[CH:23][CH:24]=[CH:25][C:19]=3[N:18]([CH2:26][CH:27]3[CH2:32][CH2:31][NH:30][CH2:29][CH2:28]3)[C:17](=[O:33])[CH2:16]2)=[O:14])=[CH:11][CH:10]=1.C=O.[C:38](O)(=O)C.C(O[BH-](OC(=O)C)OC(=O)C)(=O)C.[Na+]. Product: [F:1][C:2]([F:7])([F:6])[C:3]([OH:5])=[O:4].[Cl:8][C:9]1[CH:10]=[CH:11][C:12]([C:13]([N:15]2[CH2:21][C:20]3[CH:22]=[CH:23][CH:24]=[CH:25][C:19]=3[N:18]([CH2:26][CH:27]3[CH2:28][CH2:29][N:30]([CH3:38])[CH2:31][CH2:32]3)[C:17](=[O:33])[CH2:16]2)=[O:14])=[CH:34][CH:35]=1. The catalyst class is: 4.